Dataset: Forward reaction prediction with 1.9M reactions from USPTO patents (1976-2016). Task: Predict the product of the given reaction. (1) Given the reactants COC([C:5]1([C:10](OC)=O)[CH2:9][CH:8]=[CH:7][CH2:6]1)=O.[C:14]1([CH3:20])[CH:19]=[CH:18][CH:17]=[CH:16][CH:15]=1.C(OC(O[CH2:32][CH3:33])(OCC)OCC)C, predict the reaction product. The product is: [CH3:9][CH:5]=[CH:6][CH2:7][CH2:32][CH2:33][CH2:15][CH2:16][CH2:17][CH2:18][CH2:19][CH2:14][CH:20]=[CH:6][CH2:7][CH2:8][CH2:9][CH2:5][CH3:10]. (2) Given the reactants Cl[S:2]([C:5]1[CH:6]=[C:7]([CH:11]=[CH:12][CH:13]=1)[C:8]([OH:10])=[O:9])(=[O:4])=[O:3].[Cl:14][C:15]1[CH:16]=[C:17]2[C:21](=[CH:22][CH:23]=1)[NH:20][CH2:19][CH2:18]2, predict the reaction product. The product is: [Cl:14][C:15]1[CH:16]=[C:17]2[C:21](=[CH:22][CH:23]=1)[N:20]([S:2]([C:5]1[CH:6]=[C:7]([CH:11]=[CH:12][CH:13]=1)[C:8]([OH:10])=[O:9])(=[O:4])=[O:3])[CH2:19][CH2:18]2. (3) Given the reactants [N:1]([CH:4]([O:16][CH2:17][CH2:18][O:19][CH2:20][C:21]([O:23][CH2:24][CH3:25])=[O:22])[CH2:5][O:6][C:7]1[CH:8]=[C:9]([CH:13]=[CH:14][CH:15]=1)[C:10]([OH:12])=O)=[N+:2]=[N-:3].C1C(=O)N(OC(ON2C(=O)CCC2=O)=O)C(=O)C1.FC(F)(F)C(O)=O.[NH2:51][CH2:52][CH2:53][NH:54][C:55](=[O:60])[C:56]([F:59])([F:58])[F:57].C(N(C(C)C)CC)(C)C, predict the reaction product. The product is: [CH2:24]([O:23][C:21](=[O:22])[CH2:20][O:19][CH2:18][CH2:17][O:16][CH:4]([N:1]=[N+:2]=[N-:3])[CH2:5][O:6][C:7]1[CH:15]=[CH:14][CH:13]=[C:9]([C:10](=[O:12])[NH:51][CH2:52][CH2:53][NH:54][C:55](=[O:60])[C:56]([F:59])([F:58])[F:57])[CH:8]=1)[CH3:25].